From a dataset of Full USPTO retrosynthesis dataset with 1.9M reactions from patents (1976-2016). Predict the reactants needed to synthesize the given product. (1) Given the product [CH3:1][O:2][C:3](=[O:24])[C:4]1[CH:5]=[CH:6][C:7]([CH:10]2[CH2:15][CH2:14][N:13]([C:16]3[CH:17]=[CH:18][C:19]([CH2:22][N:39]4[CH2:44][CH2:43][O:42][CH2:41][CH2:40]4)=[CH:20][CH:21]=3)[CH2:12][CH2:11]2)=[CH:8][CH:9]=1, predict the reactants needed to synthesize it. The reactants are: [CH3:1][O:2][C:3](=[O:24])[C:4]1[CH:9]=[CH:8][C:7]([CH:10]2[CH2:15][CH2:14][N:13]([C:16]3[CH:21]=[CH:20][C:19]([CH:22]=O)=[CH:18][CH:17]=3)[CH2:12][CH2:11]2)=[CH:6][CH:5]=1.[BH-](OC(C)=O)(OC(C)=O)OC(C)=O.[Na+].[NH:39]1[CH2:44][CH2:43][O:42][CH2:41][CH2:40]1. (2) Given the product [F:22][C:19]1[CH:20]=[CH:21][C:16]([CH2:15][NH:14][C:12]([C:10]2[C:9]([OH:23])=[C:8]3[C:3]([CH:4]=[CH:5][CH:6]=[N:7]3)=[C:2]([N:27]3[CH2:28][CH2:29][CH2:30][N:25]([CH3:24])[S:26]3(=[O:32])=[O:31])[N:11]=2)=[O:13])=[CH:17][CH:18]=1, predict the reactants needed to synthesize it. The reactants are: Br[C:2]1[N:11]=[C:10]([C:12]([NH:14][CH2:15][C:16]2[CH:21]=[CH:20][C:19]([F:22])=[CH:18][CH:17]=2)=[O:13])[C:9]([OH:23])=[C:8]2[C:3]=1[CH:4]=[CH:5][CH:6]=[N:7]2.[CH3:24][N:25]1[CH2:30][CH2:29][CH2:28][NH:27][S:26]1(=[O:32])=[O:31]. (3) The reactants are: C(OC(=O)[NH:10][CH2:11][C:12](=[O:28])[NH:13][CH:14]1[CH2:24][CH:17]2[CH2:18][N:19]([CH:21]([CH3:23])[CH3:22])[CH2:20][CH:16]2[CH:15]1[CH2:25][O:26][CH3:27])C1C=CC=CC=1. Given the product [NH2:10][CH2:11][C:12]([NH:13][CH:14]1[CH2:24][CH:17]2[CH2:18][N:19]([CH:21]([CH3:22])[CH3:23])[CH2:20][CH:16]2[CH:15]1[CH2:25][O:26][CH3:27])=[O:28], predict the reactants needed to synthesize it. (4) The reactants are: [CH2:1]([O:3][C:4]([C:6]1[CH:7]=[N:8][N:9]([CH2:11][C:12]([OH:14])=O)[CH:10]=1)=[O:5])[CH3:2].C(Cl)(=O)C([Cl:18])=O. Given the product [Cl:18][C:12](=[O:14])[CH2:11][N:9]1[CH:10]=[C:6]([C:4]([O:3][CH2:1][CH3:2])=[O:5])[CH:7]=[N:8]1, predict the reactants needed to synthesize it.